This data is from Catalyst prediction with 721,799 reactions and 888 catalyst types from USPTO. The task is: Predict which catalyst facilitates the given reaction. (1) Product: [CH3:8][N:9]([CH3:11])[CH:10]=[CH:1][C:2]1[CH:7]=[CH:6][N:5]=[CH:4][CH:3]=1. The catalyst class is: 3. Reactant: [CH3:1][C:2]1[CH:7]=[CH:6][N:5]=[CH:4][CH:3]=1.[CH3:8][N:9]([CH:11](N(C)C)OC(C)(C)C)[CH3:10]. (2) Reactant: [Cl:1][C@H:2]1[C@H:6]([CH2:7][CH2:8][CH2:9][C:10]2[S:14][C:13]([C:15]([O:17]C)=[O:16])=[CH:12][CH:11]=2)[C@@H:5](/[CH:19]=[CH:20]/[C@@H:21]([OH:28])[CH2:22][CH2:23][CH2:24][C@H:25]([OH:27])[CH3:26])[C@H:4]([OH:29])[CH2:3]1.[OH-].[Li+].CO.S([O-])(O)(=O)=O.[Na+]. Product: [Cl:1][C@H:2]1[C@H:6]([CH2:7][CH2:8][CH2:9][C:10]2[S:14][C:13]([C:15]([OH:17])=[O:16])=[CH:12][CH:11]=2)[C@@H:5](/[CH:19]=[CH:20]/[C@@H:21]([OH:28])[CH2:22][CH2:23][CH2:24][C@H:25]([OH:27])[CH3:26])[C@H:4]([OH:29])[CH2:3]1. The catalyst class is: 1. (3) Reactant: [NH2:1][C:2]1[CH:7]=[N:6][C:5](Br)=[CH:4][N:3]=1.[Na].[CH3:10][SH:11].C(=O)([O-])O.[Na+]. Product: [NH2:1][C:2]1[CH:7]=[N:6][C:5]([S:11][CH3:10])=[CH:4][N:3]=1. The catalyst class is: 9. (4) Reactant: [NH:1]1[CH2:6][CH2:5][CH2:4][CH2:3][CH2:2]1.[CH2:7](Br)[CH:8]=[CH2:9].C(=O)([O-])[O-].[K+].[K+]. Product: [CH2:9]([N:1]1[CH2:6][CH2:5][CH2:4][CH2:3][CH2:2]1)[CH:8]=[CH2:7]. The catalyst class is: 35.